From a dataset of Full USPTO retrosynthesis dataset with 1.9M reactions from patents (1976-2016). Predict the reactants needed to synthesize the given product. (1) Given the product [NH2:8][C:7]1[CH:6]=[CH:5][C:4]([O:11][CH:12]2[CH2:13][CH2:14][N:15]([C:18]([O:20][CH2:21][C:22]3[CH:27]=[CH:26][CH:25]=[CH:24][CH:23]=3)=[O:19])[CH2:16][CH2:17]2)=[CH:3][C:2]=1[CH3:1], predict the reactants needed to synthesize it. The reactants are: [CH3:1][C:2]1[CH:3]=[C:4]([O:11][CH:12]2[CH2:17][CH2:16][N:15]([C:18]([O:20][CH2:21][C:22]3[CH:27]=[CH:26][CH:25]=[CH:24][CH:23]=3)=[O:19])[CH2:14][CH2:13]2)[CH:5]=[CH:6][C:7]=1[N+:8]([O-])=O.[BH4-].[Na+]. (2) Given the product [OH:15][CH2:14][C@H:5]1[CH2:4][O:3][C:2]([CH3:1])([CH3:18])[N:6]1[C:7]([O:9][C:10]([CH3:13])([CH3:12])[CH3:11])=[O:8], predict the reactants needed to synthesize it. The reactants are: [CH3:1][C:2]1([CH3:18])[N:6]([C:7]([O:9][C:10]([CH3:13])([CH3:12])[CH3:11])=[O:8])[C@@H:5]([C:14](OC)=[O:15])[CH2:4][O:3]1.[H-].[H-].[H-].[H-].[Li+].[Al+3]. (3) Given the product [Br:24][C:25]1[CH:9]=[CH:10][C:11]([N:12]2[C:13]3[CH:8]=[CH:7][CH:6]=[CH:5][C:14]=3[N:1]=[CH:2]2)=[CH:27][CH:26]=1, predict the reactants needed to synthesize it. The reactants are: [N:1]1[C:14]2[C:5](=[CH:6][CH:7]=[C:8]3[C:13]=2[N:12]=[CH:11][CH:10]=[CH:9]3)C=C[CH:2]=1.N1C2C=CC=CC=2NC=1.[Br:24][C:25]1C=CC(I)=[CH:27][CH:26]=1.C(=O)([O-])[O-].[Cs+].[Cs+]. (4) Given the product [C:1]([C:5]1[CH:10]=[CH:9][C:25]([C:24]([OH:27])=[O:26])=[CH:7][CH:6]=1)([CH3:4])([CH3:3])[CH3:2].[C:1]([C:5]1[CH:6]=[CH:7][C:8]([CH:11]=[O:12])=[CH:9][CH:10]=1)([CH3:4])([CH3:3])[CH3:2], predict the reactants needed to synthesize it. The reactants are: [C:1]([C:5]1[CH:10]=[CH:9][C:8]([CH3:11])=[CH:7][CH:6]=1)([CH3:4])([CH3:3])[CH3:2].[OH:12]N1C(=O)N(O)C(=O)N(O)C1=O.[C:24]([OH:27])(=[O:26])[CH3:25].O=O. (5) Given the product [N:25]1[CH:26]=[CH:27][CH:28]=[CH:29][C:24]=1[C:15]1[N:14]=[C:13]2[CH2:12][NH:11][C:19](=[O:20])[CH2:18][N:17]2[N:16]=1, predict the reactants needed to synthesize it. The reactants are: C(OC([NH:11][CH2:12][C:13]1[N:17]([CH2:18][C:19](OCC)=[O:20])[N:16]=[C:15]([C:24]2[CH:29]=[CH:28][CH:27]=[CH:26][N:25]=2)[N:14]=1)=O)C1C=CC=CC=1. (6) Given the product [CH3:40][O:39][C:36]1[N:35]=[CH:34][C:33]([NH:32][C:16]2[C:15]([C:13]3[N:12]=[C:11]([CH3:41])[N:10]=[C:9]([NH2:8])[CH:14]=3)=[CH:20][C:19]([CH2:21][N:22]3[CH2:27][CH2:26][N:25]([S:28]([CH3:31])(=[O:30])=[O:29])[CH2:24][CH2:23]3)=[CH:18][N:17]=2)=[CH:38][CH:37]=1, predict the reactants needed to synthesize it. The reactants are: COC1C=CC(C[N:8](CC2C=CC(OC)=CC=2)[C:9]2[CH:14]=[C:13]([C:15]3[C:16]([NH:32][C:33]4[CH:34]=[N:35][C:36]([O:39][CH3:40])=[CH:37][CH:38]=4)=[N:17][CH:18]=[C:19]([CH2:21][N:22]4[CH2:27][CH2:26][N:25]([S:28]([CH3:31])(=[O:30])=[O:29])[CH2:24][CH2:23]4)[CH:20]=3)[N:12]=[C:11]([CH3:41])[N:10]=2)=CC=1.FC(F)(F)S(O)(=O)=O. (7) Given the product [CH2:38]([N:24]([CH2:22][CH3:23])[CH2:25][CH2:26][CH2:27][C:28]1[N:33]=[C:32]2[CH2:34][O:35][C:36](=[C:5]3[C:4]4[C:8](=[CH:9][CH:10]=[C:2]([F:1])[CH:3]=4)[NH:7][C:6]3=[O:11])[C:31]2=[CH:30][CH:29]=1)[CH3:39], predict the reactants needed to synthesize it. The reactants are: [F:1][C:2]1[CH:3]=[C:4]2[C:8](=[CH:9][CH:10]=1)[NH:7][C:6](=[O:11])[CH2:5]2.C[Si]([N-][Si](C)(C)C)(C)C.[Li+].[CH2:22]([N:24]([CH2:38][CH3:39])[CH2:25][CH2:26][CH2:27][C:28]1[N:33]=[C:32]2[CH2:34][O:35][C:36](=O)[C:31]2=[CH:30][CH:29]=1)[CH3:23].C1(C2C(=CC=CC=2)CO1)=O.Cl.C([O-])(O)=O.[Na+].